From a dataset of NCI-60 drug combinations with 297,098 pairs across 59 cell lines. Regression. Given two drug SMILES strings and cell line genomic features, predict the synergy score measuring deviation from expected non-interaction effect. (1) Drug 2: CC1=C(C=C(C=C1)C(=O)NC2=CC(=CC(=C2)C(F)(F)F)N3C=C(N=C3)C)NC4=NC=CC(=N4)C5=CN=CC=C5. Drug 1: C(=O)(N)NO. Synergy scores: CSS=1.22, Synergy_ZIP=-1.07, Synergy_Bliss=0.821, Synergy_Loewe=-5.49, Synergy_HSA=-2.62. Cell line: HCC-2998. (2) Drug 1: C1=CC=C(C=C1)NC(=O)CCCCCCC(=O)NO. Drug 2: CC1CCC2CC(C(=CC=CC=CC(CC(C(=O)C(C(C(=CC(C(=O)CC(OC(=O)C3CCCCN3C(=O)C(=O)C1(O2)O)C(C)CC4CCC(C(C4)OC)OP(=O)(C)C)C)C)O)OC)C)C)C)OC. Cell line: OVCAR3. Synergy scores: CSS=63.2, Synergy_ZIP=-0.550, Synergy_Bliss=2.09, Synergy_Loewe=2.97, Synergy_HSA=4.48. (3) Drug 1: CCCCC(=O)OCC(=O)C1(CC(C2=C(C1)C(=C3C(=C2O)C(=O)C4=C(C3=O)C=CC=C4OC)O)OC5CC(C(C(O5)C)O)NC(=O)C(F)(F)F)O. Drug 2: B(C(CC(C)C)NC(=O)C(CC1=CC=CC=C1)NC(=O)C2=NC=CN=C2)(O)O. Cell line: NCI/ADR-RES. Synergy scores: CSS=59.1, Synergy_ZIP=2.00, Synergy_Bliss=0.567, Synergy_Loewe=-37.9, Synergy_HSA=1.55. (4) Drug 1: CC1=CC2C(CCC3(C2CCC3(C(=O)C)OC(=O)C)C)C4(C1=CC(=O)CC4)C. Drug 2: CS(=O)(=O)CCNCC1=CC=C(O1)C2=CC3=C(C=C2)N=CN=C3NC4=CC(=C(C=C4)OCC5=CC(=CC=C5)F)Cl. Cell line: SNB-75. Synergy scores: CSS=10.5, Synergy_ZIP=0.490, Synergy_Bliss=3.88, Synergy_Loewe=-13.0, Synergy_HSA=-1.22. (5) Drug 1: C1=CC=C(C(=C1)C(C2=CC=C(C=C2)Cl)C(Cl)Cl)Cl. Drug 2: CCCCCOC(=O)NC1=NC(=O)N(C=C1F)C2C(C(C(O2)C)O)O. Cell line: NCI/ADR-RES. Synergy scores: CSS=-3.42, Synergy_ZIP=3.79, Synergy_Bliss=3.46, Synergy_Loewe=-1.93, Synergy_HSA=-1.05. (6) Drug 1: C1=CC(=CC=C1CCC2=CNC3=C2C(=O)NC(=N3)N)C(=O)NC(CCC(=O)O)C(=O)O. Drug 2: C(CCl)NC(=O)N(CCCl)N=O. Cell line: CAKI-1. Synergy scores: CSS=17.2, Synergy_ZIP=-2.37, Synergy_Bliss=2.75, Synergy_Loewe=-0.433, Synergy_HSA=2.79. (7) Cell line: RXF 393. Drug 2: CCC1(CC2CC(C3=C(CCN(C2)C1)C4=CC=CC=C4N3)(C5=C(C=C6C(=C5)C78CCN9C7C(C=CC9)(C(C(C8N6C)(C(=O)OC)O)OC(=O)C)CC)OC)C(=O)OC)O.OS(=O)(=O)O. Synergy scores: CSS=34.3, Synergy_ZIP=2.13, Synergy_Bliss=3.98, Synergy_Loewe=-84.4, Synergy_HSA=1.21. Drug 1: CN(C)C1=NC(=NC(=N1)N(C)C)N(C)C.